Dataset: Reaction yield outcomes from USPTO patents with 853,638 reactions. Task: Predict the reaction yield, written as a fraction of the theoretical maximum amount of product (1.0 means a 100% yield; for example, 0.34 means a 34% yield). The reactants are [CH:1]1([C@H:7]([NH:31]C(=O)OC(C)(C)C)[C:8](=[O:30])[NH:9][C:10]2[CH:11]=[C:12]3[C:28](=[O:29])[NH:27][N:26]=[CH:25][C:14]4=[C:15]([C:19]5[CH:24]=[CH:23][CH:22]=[CH:21][CH:20]=5)[NH:16][C:17]([CH:18]=2)=[C:13]34)[CH2:6][CH2:5][CH2:4][CH2:3][CH2:2]1.[C:39]([OH:45])([C:41]([F:44])([F:43])[F:42])=[O:40].C(Cl)Cl. The catalyst is CO.C(OCC)C. The product is [F:42][C:41]([F:44])([F:43])[C:39]([OH:45])=[O:40].[NH2:31][C@@H:7]([CH:1]1[CH2:6][CH2:5][CH2:4][CH2:3][CH2:2]1)[C:8]([NH:9][C:10]1[CH:11]=[C:12]2[C:28](=[O:29])[NH:27][N:26]=[CH:25][C:14]3=[C:15]([C:19]4[CH:24]=[CH:23][CH:22]=[CH:21][CH:20]=4)[NH:16][C:17]([CH:18]=1)=[C:13]23)=[O:30]. The yield is 0.240.